From a dataset of Reaction yield outcomes from USPTO patents with 853,638 reactions. Predict the reaction yield, written as a fraction of the theoretical maximum amount of product (1.0 means a 100% yield; for example, 0.34 means a 34% yield). (1) The reactants are [Si]([O:8]/[C:9](/[C:12]1[N:17]=[CH:16][CH:15]=[CH:14][N:13]=1)=[CH:10]\[CH3:11])(C(C)(C)C)(C)C.O.C1C(=O)N([Br:26])C(=O)C1. The catalyst is C1COCC1.CCOC(C)=O. The product is [Br:26][CH:10]([CH3:11])[C:9]([C:12]1[N:17]=[CH:16][CH:15]=[CH:14][N:13]=1)=[O:8]. The yield is 0.755. (2) The reactants are C([NH:8][C@H:9]1[CH2:14][CH2:13][C@H:12]([C:15]2[CH:20]=[CH:19][C:18]([O:21][Si:22]([C:25]([CH3:28])([CH3:27])[CH3:26])([CH3:24])[CH3:23])=[CH:17][C:16]=2[O:29][Si:30]([C:33]([CH3:36])([CH3:35])[CH3:34])([CH3:32])[CH3:31])[CH2:11][CH2:10]1)C1C=CC=CC=1. The catalyst is C(O)C.[Pd]. The product is [Si:30]([O:29][C:16]1[CH:17]=[C:18]([O:21][Si:22]([C:25]([CH3:26])([CH3:27])[CH3:28])([CH3:24])[CH3:23])[CH:19]=[CH:20][C:15]=1[C@H:12]1[CH2:11][CH2:10][C@H:9]([NH2:8])[CH2:14][CH2:13]1)([C:33]([CH3:34])([CH3:35])[CH3:36])([CH3:32])[CH3:31]. The yield is 0.970. (3) The reactants are [F:1][C:2]1[CH:3]=[C:4]2[C:8](=[CH:9][CH:10]=1)[NH:7][N:6]=[C:5]2[I:11].[F:12][C:13]1([F:20])[CH2:18][CH2:17][CH:16](O)[CH2:15][CH2:14]1. No catalyst specified. The product is [F:12][C:13]1([F:20])[CH2:18][CH2:17][CH:16]([N:7]2[C:8]3[C:4](=[CH:3][C:2]([F:1])=[CH:10][CH:9]=3)[C:5]([I:11])=[N:6]2)[CH2:15][CH2:14]1. The yield is 0.170. (4) The reactants are [C:1]([S:5]([C:8]1[CH:9]=[C:10]2[C:15](=[CH:16][CH:17]=1)[NH:14][CH:13]=[C:12]([I:18])[C:11]2=O)(=[O:7])=[O:6])([CH3:4])([CH3:3])[CH3:2].O=P(Cl)(Cl)[Cl:22]. No catalyst specified. The product is [C:1]([S:5]([C:8]1[CH:9]=[C:10]2[C:15](=[CH:16][CH:17]=1)[N:14]=[CH:13][C:12]([I:18])=[C:11]2[Cl:22])(=[O:7])=[O:6])([CH3:4])([CH3:3])[CH3:2]. The yield is 0.720. (5) The reactants are [CH3:1][C:2]1[O:6][C:5]([C:7]2[CH:12]=[CH:11][CH:10]=[CH:9][CH:8]=2)=[N:4][C:3]=1[CH2:13][O:14][C:15]1[CH:39]=[CH:38][C:18]([CH2:19][O:20][C:21]2[CH:26]=[CH:25][C:24]([C:27]3[CH:32]=[CH:31][CH:30]=[CH:29][CH:28]=3)=[CH:23][C:22]=2[CH2:33][C:34]([O:36]C)=[O:35])=[CH:17][CH:16]=1.O1CCCC1.[OH-].[Na+].Cl. The catalyst is O.CO. The product is [CH3:1][C:2]1[O:6][C:5]([C:7]2[CH:8]=[CH:9][CH:10]=[CH:11][CH:12]=2)=[N:4][C:3]=1[CH2:13][O:14][C:15]1[CH:39]=[CH:38][C:18]([CH2:19][O:20][C:21]2[CH:26]=[CH:25][C:24]([C:27]3[CH:28]=[CH:29][CH:30]=[CH:31][CH:32]=3)=[CH:23][C:22]=2[CH2:33][C:34]([OH:36])=[O:35])=[CH:17][CH:16]=1. The yield is 0.920.